This data is from Reaction yield outcomes from USPTO patents with 853,638 reactions. The task is: Predict the reaction yield, written as a fraction of the theoretical maximum amount of product (1.0 means a 100% yield; for example, 0.34 means a 34% yield). (1) The reactants are I[C:2]1[CH:3]=[C:4]([CH:15]=[CH:16][CH:17]=1)/[CH:5]=[CH:6]/[C:7]1[C:12]([CH3:13])=[CH:11][CH:10]=[CH:9][C:8]=1[CH3:14].[CH3:18][CH2:19][N:20](CC)CC.C(OC)(=O)C[SH:27]. The catalyst is CN1C(=O)CCC1.O.C1C=CC(/C=C/C(/C=C/C2C=CC=CC=2)=O)=CC=1.C1C=CC(/C=C/C(/C=C/C2C=CC=CC=2)=O)=CC=1.C1C=CC(/C=C/C(/C=C/C2C=CC=CC=2)=O)=CC=1.[Pd].[Pd].C1(P(C2C=CC=CC=2)[C-]2C=CC=C2)C=CC=CC=1.[C-]1(P(C2C=CC=CC=2)C2C=CC=CC=2)C=CC=C1.[Fe+2]. The product is [CH3:14][C:8]1[CH:9]=[CH:10][CH:11]=[C:12]([CH3:13])[C:7]=1/[CH:6]=[CH:5]/[C:4]1[CH:3]=[C:2]([S:27][CH2:18][CH2:19][NH2:20])[CH:17]=[CH:16][CH:15]=1. The yield is 0.920. (2) The reactants are [O:1]=[C:2]([CH2:10][CH2:11][CH2:12][CH2:13][C:14]1[CH:23]=[CH:22][C:21]2[CH2:20][CH2:19][CH2:18][NH:17][C:16]=2[N:15]=1)[CH2:3]P(=O)(OC)OC.[F:24][C:25]([F:35])([F:34])[C:26]1[N:31]=[CH:30][C:29]([CH:32]=O)=[CH:28][N:27]=1.CC([O-])(C)C.[K+]. The catalyst is C1COCC1. The product is [N:15]1[C:16]2[NH:17][CH2:18][CH2:19][CH2:20][C:21]=2[CH:22]=[CH:23][C:14]=1[CH2:13][CH2:12][CH2:11][CH2:10][C:2](=[O:1])/[CH:3]=[CH:32]/[C:29]1[CH:30]=[N:31][C:26]([C:25]([F:35])([F:24])[F:34])=[N:27][CH:28]=1. The yield is 0.540. (3) The reactants are [CH3:1][C:2]1[S:6][C:5]([C:7](O)=[O:8])=[CH:4][C:3]=1[C:10]1[CH:11]=[N:12][N:13]2[CH:18]=[C:17]([C:19]([O:24][CH3:25])([O:22][CH3:23])[O:20][CH3:21])[CH:16]=[N:15][C:14]=12.F[P-](F)(F)(F)(F)F.N1(O[P+](N(C)C)(N(C)C)N(C)C)C2C=CC=CC=2N=N1.[NH2:53][C@H:54]1[C:59]([F:61])([F:60])[CH2:58][CH2:57][CH2:56][C@H:55]1[NH:62][C:63](=[O:69])[O:64][C:65]([CH3:68])([CH3:67])[CH3:66].C(N(C(C)C)CC)(C)C. The catalyst is CN(C=O)C. The product is [C:65]([O:64][C:63](=[O:69])[NH:62][C@@H:55]1[CH2:56][CH2:57][CH2:58][C:59]([F:61])([F:60])[C@@H:54]1[NH:53][C:7]([C:5]1[S:6][C:2]([CH3:1])=[C:3]([C:10]2[CH:11]=[N:12][N:13]3[CH:18]=[C:17]([C:19]([O:24][CH3:25])([O:20][CH3:21])[O:22][CH3:23])[CH:16]=[N:15][C:14]=23)[CH:4]=1)=[O:8])([CH3:66])([CH3:68])[CH3:67]. The yield is 1.00.